Task: Predict the product of the given reaction.. Dataset: Forward reaction prediction with 1.9M reactions from USPTO patents (1976-2016) (1) Given the reactants C[N+]1(C2N=C(OC)N=C(OC)N=2)CCOCC1.[Cl-].[Cl:19][C:20]1[CH:21]=[C:22]2[CH:28]=[C:27]([C:29]([NH:31][CH:32]3[CH2:41][C:40]4[C:35](=[CH:36][CH:37]=[CH:38][CH:39]=4)[N:34]([CH2:42][C:43]([OH:45])=O)[C:33]3=[O:46])=[O:30])[NH:26][C:23]2=[CH:24][N:25]=1.Cl.[OH:48][CH:49]1[CH2:54][CH2:53][NH:52][CH2:51][CH2:50]1.CN1CCOCC1, predict the reaction product. The product is: [OH:48][CH:49]1[CH2:54][CH2:53][N:52]([C:43](=[O:45])[CH2:42][N:34]2[C:35]3[C:40](=[CH:39][CH:38]=[CH:37][CH:36]=3)[CH2:41][CH:32]([NH:31][C:29]([C:27]3[NH:26][C:23]4=[CH:24][N:25]=[C:20]([Cl:19])[CH:21]=[C:22]4[CH:28]=3)=[O:30])[C:33]2=[O:46])[CH2:51][CH2:50]1. (2) Given the reactants [CH3:1][O:2][C:3]1[CH:4]=[CH:5][C:6]2[N:12]3[CH:13]=[N:14][C:15]([C:16]([OH:18])=O)=[C:11]3[C@@H:10]3[CH2:19][CH2:20][CH2:21][N:9]3[C:8](=[O:22])[C:7]=2[CH:23]=1.S(Cl)(Cl)=O.[CH3:28][NH:29][CH3:30].CCN(CC)CC, predict the reaction product. The product is: [CH3:28][N:29]([CH3:30])[C:16]([C:15]1[N:14]=[CH:13][N:12]2[C:6]3[CH:5]=[CH:4][C:3]([O:2][CH3:1])=[CH:23][C:7]=3[C:8](=[O:22])[N:9]3[CH2:21][CH2:20][CH2:19][C@H:10]3[C:11]=12)=[O:18]. (3) Given the reactants [I:1][C:2]1[CH:18]=[CH:17][C:5]2[N:6]([C:10]([O:12][C:13]([CH3:16])([CH3:15])[CH3:14])=[O:11])[C:7](=[O:9])[NH:8][C:4]=2[CH:3]=1.Br[CH2:20][C:21]([O:23][C:24]([CH3:27])([CH3:26])[CH3:25])=[O:22].C(=O)([O-])[O-].[Cs+].[Cs+], predict the reaction product. The product is: [C:24]([O:23][C:21]([CH2:20][N:8]1[C:4]2[CH:3]=[C:2]([I:1])[CH:18]=[CH:17][C:5]=2[N:6]([C:10]([O:12][C:13]([CH3:14])([CH3:15])[CH3:16])=[O:11])[C:7]1=[O:9])=[O:22])([CH3:27])([CH3:26])[CH3:25]. (4) Given the reactants [OH:1][C:2]1[CH:3]=[C:4]([C:15]#[C:16][Si:17]([CH3:20])([CH3:19])[CH3:18])[CH:5]=[C:6]2[C:11]=1[C:10](=[O:12])[CH2:9][CH2:8][C:7]2([CH3:14])[CH3:13].C(N(CC)CC)C.[CH3:28][Si:29]([CH3:36])([CH3:35])[CH2:30][CH2:31][O:32][CH2:33]Cl, predict the reaction product. The product is: [CH3:14][C:7]1([CH3:13])[C:6]2[C:11](=[C:2]([O:1][CH2:33][O:32][CH2:31][CH2:30][Si:29]([CH3:36])([CH3:35])[CH3:28])[CH:3]=[C:4]([C:15]#[C:16][Si:17]([CH3:20])([CH3:19])[CH3:18])[CH:5]=2)[C:10](=[O:12])[CH2:9][CH2:8]1.